Task: Predict the reactants needed to synthesize the given product.. Dataset: Full USPTO retrosynthesis dataset with 1.9M reactions from patents (1976-2016) (1) Given the product [C:31]([O:35][C:36](=[O:48])[CH2:37][O:38][C:39]1[CH:44]=[CH:43][C:42]([Cl:45])=[CH:41][C:40]=1[C:46]#[C:47][C:50]1[CH:51]=[C:52]([S:57]([N:60]2[CH2:65][CH2:64][CH2:63][CH2:62][CH:61]2[CH3:66])(=[O:58])=[O:59])[CH:53]=[CH:54][C:55]=1[CH3:56])([CH3:34])([CH3:33])[CH3:32], predict the reactants needed to synthesize it. The reactants are: C(OC(=O)COC1C=CC(Cl)=CC=1C#CC1C=CC=C(S(CCC)(=O)=O)C=1)(C)(C)C.[C:31]([O:35][C:36](=[O:48])[CH2:37][O:38][C:39]1[CH:44]=[CH:43][C:42]([Cl:45])=[CH:41][C:40]=1[C:46]#[CH:47])([CH3:34])([CH3:33])[CH3:32].Br[C:50]1[CH:51]=[C:52]([S:57]([N:60]2[CH2:65][CH2:64][CH2:63][CH2:62][CH:61]2[CH3:66])(=[O:59])=[O:58])[CH:53]=[CH:54][C:55]=1[CH3:56]. (2) Given the product [O:3]1[C:45]2[CH:46]=[CH:47][CH:48]=[CH:49][C:44]=2[N:41]=[C:40]1[O:21][C:18]1[CH:17]=[CH:16][C:15]([CH2:14][CH2:13][CH2:12][N:11]([CH:5]2[CH2:10][CH2:9][CH2:8][CH2:7][CH2:6]2)[CH2:22][CH3:23])=[CH:20][CH:19]=1, predict the reactants needed to synthesize it. The reactants are: CC(C)=[O:3].[CH:5]1([N:11]([CH2:22][CH3:23])[CH2:12][CH2:13][CH2:14][C:15]2[CH:20]=[CH:19][C:18]([OH:21])=[CH:17][CH:16]=2)[CH2:10][CH2:9][CH2:8][CH2:7][CH2:6]1.C(OC1C=CC(CC[CH2:40][N:41]([CH:44]2[CH2:49][CH2:48][CH2:47][CH2:46][CH2:45]2)CC)=CC=1)C1C=CC=CC=1. (3) Given the product [Cl:1][CH2:2][CH2:3][N:4]([CH2:19][CH2:20][Cl:21])[CH2:5][CH2:6][CH2:7][CH2:8][O:9][C:10]1[CH:11]=[C:12]([NH:16][C:34]2[C:35]3[C:40]([N:41]=[C:42]4[C:33]=2[CH:32]=[CH:31][CH:30]=[C:29]4[O:28][CH2:27][CH2:26][N:25]([CH2:44][CH2:45][Cl:46])[CH2:24][CH2:23][Cl:22])=[CH:39][CH:38]=[CH:37][CH:36]=3)[CH:13]=[CH:14][CH:15]=1, predict the reactants needed to synthesize it. The reactants are: [Cl:1][CH2:2][CH2:3][N:4]([CH2:19][CH2:20][Cl:21])[CH2:5][CH2:6][CH2:7][CH2:8][O:9][C:10]1[CH:15]=[CH:14][CH:13]=[C:12]([N+:16]([O-])=O)[CH:11]=1.[Cl:22][CH2:23][CH2:24][N:25]([CH2:44][CH2:45][Cl:46])[CH2:26][CH2:27][O:28][C:29]1[C:42]2[NH:41][C:40]3[C:35](=[CH:36][CH:37]=[CH:38][CH:39]=3)[C:34](=O)[C:33]=2[CH:32]=[CH:31][CH:30]=1. (4) Given the product [F:13][C:14]([F:28])([F:29])[C:15]1[CH:16]=[C:17]([C:2]2[CH:3]=[CH:4][CH:5]=[C:6]3[C:10]=2[C:9](=[O:11])[CH:8]([CH3:12])[CH2:7]3)[CH:18]=[C:19]([C:21]([F:22])([F:23])[F:24])[CH:20]=1, predict the reactants needed to synthesize it. The reactants are: Br[C:2]1[CH:3]=[CH:4][CH:5]=[C:6]2[C:10]=1[C:9](=[O:11])[CH:8]([CH3:12])[CH2:7]2.[F:13][C:14]([F:29])([F:28])[C:15]1[CH:16]=[C:17](B(O)O)[CH:18]=[C:19]([C:21]([F:24])([F:23])[F:22])[CH:20]=1.C(=O)([O-])[O-].[Na+].[Na+].O. (5) Given the product [CH2:4]([O:6][C:7]([C:8]1[CH:9]=[C:10]([C:11]2[CH:12]=[N:13][CH:14]=[CH:15][CH:16]=2)[NH:3][N:2]=1)=[O:19])[CH3:5], predict the reactants needed to synthesize it. The reactants are: O.[NH2:2][NH2:3].[CH2:4]([O:6][C:7](=[O:19])[C:8](=O)[CH2:9][C:10](=O)[C:11]1[CH:12]=[N:13][CH:14]=[CH:15][CH:16]=1)[CH3:5]. (6) Given the product [I:33][CH:7]1[CH2:8][C:2]([CH3:17])([CH3:1])[C:3]2[CH:13]=[CH:12][C:11]([N+:14]([O-:16])=[O:15])=[CH:10][C:4]=2[NH:5][C:6]1=[O:9], predict the reactants needed to synthesize it. The reactants are: [CH3:1][C:2]1([CH3:17])[CH2:8][CH2:7][C:6](=[O:9])[NH:5][C:4]2[CH:10]=[C:11]([N+:14]([O-:16])=[O:15])[CH:12]=[CH:13][C:3]1=2.C(Cl)Cl.CN(CCN(C)C)C.[Si]([I:33])(C)(C)C.II.